Task: Predict the reactants needed to synthesize the given product.. Dataset: Full USPTO retrosynthesis dataset with 1.9M reactions from patents (1976-2016) (1) Given the product [Br:1][C:3]1([C:9]([C:11]2[CH:16]=[CH:15][C:14]([S:17][CH3:18])=[CH:13][CH:12]=2)=[O:10])[CH2:4][CH2:5][CH2:6][CH2:7][CH2:8]1, predict the reactants needed to synthesize it. The reactants are: [Br:1]Br.[CH:3]1([C:9]([C:11]2[CH:16]=[CH:15][C:14]([S:17][CH3:18])=[CH:13][CH:12]=2)=[O:10])[CH2:8][CH2:7][CH2:6][CH2:5][CH2:4]1. (2) Given the product [F:32][C:31]([F:34])([F:33])[S:28]([O:15][C:14]1[C:9]([O:8][CH2:1][C:2]2[CH:3]=[CH:4][CH:5]=[CH:6][CH:7]=2)=[C:10]([C:16]2[CH:21]=[CH:20][CH:19]=[CH:18][CH:17]=2)[CH:11]=[CH:12][CH:13]=1)(=[O:30])=[O:29], predict the reactants needed to synthesize it. The reactants are: [CH2:1]([O:8][C:9]1[C:14]([OH:15])=[CH:13][CH:12]=[CH:11][C:10]=1[C:16]1[CH:21]=[CH:20][CH:19]=[CH:18][CH:17]=1)[C:2]1[CH:7]=[CH:6][CH:5]=[CH:4][CH:3]=1.N1C=CC=CC=1.[S:28](O[S:28]([C:31]([F:34])([F:33])[F:32])(=[O:30])=[O:29])([C:31]([F:34])([F:33])[F:32])(=[O:30])=[O:29].O. (3) Given the product [Br:26][C:5]1[C:4]([C:9]2[CH:14]=[CH:13][C:12]([Cl:15])=[CH:11][CH:10]=2)=[N:3][C:2]([Br:1])=[CH:7][N:6]=1, predict the reactants needed to synthesize it. The reactants are: [Br:1][C:2]1[N:3]=[C:4]([C:9]2[CH:14]=[CH:13][C:12]([Cl:15])=[CH:11][CH:10]=2)[C:5](N)=[N:6][CH:7]=1.N(OCCC(C)C)=O.C[Si](C)(C)[Br:26].C(=O)(O)[O-].[Na+]. (4) Given the product [Br:10][C:11]1[CH:18]=[CH:17][C:14]([CH2:15][CH:4]([C:3](=[O:9])[CH2:2][CH3:1])[C:5](=[O:8])[CH2:6][CH3:7])=[CH:13][CH:12]=1, predict the reactants needed to synthesize it. The reactants are: [CH3:1][CH2:2][C:3](=[O:9])[CH2:4][C:5](=[O:8])[CH2:6][CH3:7].[Br:10][C:11]1[CH:18]=[CH:17][C:14]([CH2:15]Br)=[CH:13][CH:12]=1.C(=O)([O-])[O-].[K+].[K+]. (5) The reactants are: Br[C:2](Br)=[CH:3][C:4]1[CH:13]=[CH:12][C:7]([C:8]([O:10][CH3:11])=[O:9])=[CH:6][CH:5]=1.[C:15]([C:17]1[S:21][C:20]([NH:22][C:23](=[O:29])[O:24][C:25]([CH3:28])([CH3:27])[CH3:26])=[N:19][CH:18]=1)#[CH:16]. Given the product [C:25]([O:24][C:23]([NH:22][C:20]1[S:21][C:17]([C:15]#[C:16][C:2]#[C:3][C:4]2[CH:13]=[CH:12][C:7]([C:8]([O:10][CH3:11])=[O:9])=[CH:6][CH:5]=2)=[CH:18][N:19]=1)=[O:29])([CH3:28])([CH3:27])[CH3:26], predict the reactants needed to synthesize it. (6) Given the product [NH:1]([CH2:5][CH2:6][OH:7])[CH2:2][CH2:3][OH:4].[Cl:8][C:9]1[CH:18]=[C:17]2[C:12]([C:13]([C:35]3[CH:36]=[C:37](/[CH:41]=[CH:42]/[C:43]([OH:45])=[O:44])[CH:38]=[CH:39][CH:40]=3)=[C:14]([CH2:20][C:21]([NH:23][C:24]3[CH:29]=[CH:28][C:27]([F:30])=[CH:26][C:25]=3[C:31]([F:32])([F:34])[F:33])=[O:22])[C:15](=[O:19])[O:16]2)=[CH:11][C:10]=1[CH3:46], predict the reactants needed to synthesize it. The reactants are: [NH:1]([CH2:5][CH2:6][OH:7])[CH2:2][CH2:3][OH:4].[Cl:8][C:9]1[CH:18]=[C:17]2[C:12]([C:13]([C:35]3[CH:36]=[C:37](/[CH:41]=[CH:42]/[C:43]([OH:45])=[O:44])[CH:38]=[CH:39][CH:40]=3)=[C:14]([CH2:20][C:21]([NH:23][C:24]3[CH:29]=[CH:28][C:27]([F:30])=[CH:26][C:25]=3[C:31]([F:34])([F:33])[F:32])=[O:22])[C:15](=[O:19])[O:16]2)=[CH:11][C:10]=1[CH3:46].